This data is from Catalyst prediction with 721,799 reactions and 888 catalyst types from USPTO. The task is: Predict which catalyst facilitates the given reaction. (1) Reactant: [C:1]([O:5][C:6]([N:8]1[CH2:13][CH2:12][CH:11]([C:14]([NH:16][C:17]2[CH:18]=[C:19]3[C:23](=[CH:24][CH:25]=2)[NH:22][CH:21]=[CH:20]3)=[O:15])[CH2:10][CH2:9]1)=[O:7])([CH3:4])([CH3:3])[CH3:2].[C:26]([O:30][C:31](O[C:31]([O:30][C:26]([CH3:29])([CH3:28])[CH3:27])=[O:32])=[O:32])([CH3:29])([CH3:28])[CH3:27]. Product: [C:1]([O:5][C:6]([N:8]1[CH2:9][CH2:10][CH:11]([C:14]([NH:16][C:17]2[CH:18]=[C:19]3[C:23](=[CH:24][CH:25]=2)[N:22]([C:31]([O:30][C:26]([CH3:29])([CH3:28])[CH3:27])=[O:32])[CH:21]=[CH:20]3)=[O:15])[CH2:12][CH2:13]1)=[O:7])([CH3:4])([CH3:2])[CH3:3]. The catalyst class is: 616. (2) Reactant: [CH3:1][O:2][C:3]1[CH:8]=[CH:7][C:6]([O:9][CH3:10])=[CH:5][C:4]=1[OH:11].C(=O)([O-])[O-].[K+].[K+].Br[CH2:19][CH2:20][CH2:21][CH2:22][CH2:23][CH2:24][CH2:25][CH2:26][CH2:27][CH2:28][CH2:29][CH2:30][CH2:31][CH2:32][OH:33].[Cl-].[NH4+]. Product: [CH3:1][O:2][C:3]1[CH:8]=[CH:7][C:6]([O:9][CH3:10])=[CH:5][C:4]=1[O:11][CH2:19][CH2:20][CH2:21][CH2:22][CH2:23][CH2:24][CH2:25][CH2:26][CH2:27][CH2:28][CH2:29][CH2:30][CH2:31][CH2:32][OH:33]. The catalyst class is: 21. (3) Reactant: [OH:1][C@@H:2]([CH2:18][N:19]([C:24]1[CH:29]=[CH:28][C:27]([O:30][CH2:31][CH2:32][CH2:33][C:34]#[N:35])=[CH:26][CH:25]=1)[CH2:20][CH:21]([CH3:23])[CH3:22])[CH2:3][O:4][C:5]1[C:17]2[C:16]3[C:11](=[CH:12][CH:13]=[CH:14][CH:15]=3)[NH:10][C:9]=2[CH:8]=[CH:7][CH:6]=1.C(=O)([O-])[O-:37].[K+].[K+].OO. Product: [OH:1][C@@H:2]([CH2:18][N:19]([C:24]1[CH:25]=[CH:26][C:27]([O:30][CH2:31][CH2:32][CH2:33][C:34](=[O:37])[NH2:35])=[CH:28][CH:29]=1)[CH2:20][CH:21]([CH3:22])[CH3:23])[CH2:3][O:4][C:5]1[C:17]2[C:16]3[C:11](=[CH:12][CH:13]=[CH:14][CH:15]=3)[NH:10][C:9]=2[CH:8]=[CH:7][CH:6]=1. The catalyst class is: 16. (4) Reactant: [OH:1][CH:2]([CH2:25][OH:26])[CH2:3][NH:4][C:5]1[N:13]=[C:12]2[C:8]([N:9]=[C:10]([O:22][CH3:23])[N:11]2[CH2:14][C:15]2[CH:16]=[N:17][C:18]([CH3:21])=[CH:19][CH:20]=2)=[C:7]([NH2:24])[N:6]=1.C(N(CC)CC)C.[C:34](OC(OC(C)(C)C)=O)(OC(C)(C)C)=[O:35]. Product: [CH3:23][O:22][C:10]1[N:11]([CH2:14][C:15]2[CH:16]=[N:17][C:18]([CH3:21])=[CH:19][CH:20]=2)[C:12]2[C:8]([N:9]=1)=[C:7]([NH2:24])[N:6]=[C:5]([NH:4][CH2:3][CH:2]1[CH2:25][O:26][C:34](=[O:35])[O:1]1)[N:13]=2. The catalyst class is: 9. (5) Reactant: [F:1][CH2:2][CH:3]([OH:16])[CH:4]([N+:13]([O-])=O)[CH2:5][C:6]([O:8][C:9]([CH3:12])([CH3:11])[CH3:10])=[O:7]. Product: [NH2:13][CH:4]([CH:3]([OH:16])[CH2:2][F:1])[CH2:5][C:6]([O:8][C:9]([CH3:10])([CH3:11])[CH3:12])=[O:7]. The catalyst class is: 94. (6) Reactant: [NH2:1][C:2]([C@@H:4]1[CH2:8][C@@H:7]([OH:9])[CH2:6][N:5]1[C:10](=[O:34])[C@@H:11]([NH:16][C:17]([O:19][CH2:20][C:21]1[C:33]2[CH2:32][C:31]3[C:26](=[CH:27][CH:28]=[CH:29][CH:30]=3)[C:25]=2[CH:24]=[CH:23][CH:22]=1)=[O:18])[C@@H:12]([CH3:15])[CH2:13][CH3:14])=O.FC(F)(F)C(OC(=O)C(F)(F)F)=O. Product: [C:2]([C@@H:4]1[CH2:8][C@@H:7]([OH:9])[CH2:6][N:5]1[C:10](=[O:34])[C@@H:11]([NH:16][C:17]([O:19][CH2:20][C:21]1[C:33]2[CH2:32][C:31]3[C:26](=[CH:27][CH:28]=[CH:29][CH:30]=3)[C:25]=2[CH:24]=[CH:23][CH:22]=1)=[O:18])[C@@H:12]([CH3:15])[CH2:13][CH3:14])#[N:1]. The catalyst class is: 7. (7) Reactant: Cl[CH2:2][CH:3]([OH:12])[CH2:4][NH:5][C:6]1[CH:11]=[CH:10][CH:9]=[CH:8][CH:7]=1.[OH-].[K+]. Product: [O:12]1[CH2:2][CH:3]1[CH2:4][NH:5][C:6]1[CH:11]=[CH:10][CH:9]=[CH:8][CH:7]=1. The catalyst class is: 225.